This data is from Full USPTO retrosynthesis dataset with 1.9M reactions from patents (1976-2016). The task is: Predict the reactants needed to synthesize the given product. (1) The reactants are: [NH2:1][C:2]1[CH:7]=[CH:6][CH:5]=[CH:4][C:3]=1[OH:8].C(N(CC)CC)C.[C:16](Cl)(=[O:23])[C:17]1[CH:22]=[CH:21][CH:20]=[CH:19][CH:18]=1. Given the product [OH:8][C:3]1[CH:4]=[CH:5][CH:6]=[CH:7][C:2]=1[NH:1][C:16](=[O:23])[C:17]1[CH:22]=[CH:21][CH:20]=[CH:19][CH:18]=1, predict the reactants needed to synthesize it. (2) Given the product [C:44]([O:43][C:41]([N:38]1[C:39]2[C:35](=[CH:34][CH:33]=[C:32]([O:31][Si:30]([C:26]([CH3:29])([CH3:28])[CH3:27])([CH3:51])[CH3:52])[CH:40]=2)[CH:36]=[C:37]1[C:10]1[C:11]2[S:15][C:14]([CH2:16][O:17][CH2:18][C:19]3[CH:24]=[CH:23][CH:22]=[CH:21][CH:20]=3)=[CH:13][C:12]=2[N:8]([C:6]([O:5][C:1]([CH3:4])([CH3:3])[CH3:2])=[O:7])[N:9]=1)=[O:42])([CH3:47])([CH3:46])[CH3:45], predict the reactants needed to synthesize it. The reactants are: [C:1]([O:5][C:6]([N:8]1[C:12]2[CH:13]=[C:14]([CH2:16][O:17][CH2:18][C:19]3[CH:24]=[CH:23][CH:22]=[CH:21][CH:20]=3)[S:15][C:11]=2[C:10](I)=[N:9]1)=[O:7])([CH3:4])([CH3:3])[CH3:2].[C:26]([Si:30]([CH3:52])([CH3:51])[O:31][C:32]1[CH:40]=[C:39]2[C:35]([CH:36]=[C:37](B(O)O)[N:38]2[C:41]([O:43][C:44]([CH3:47])([CH3:46])[CH3:45])=[O:42])=[CH:34][CH:33]=1)([CH3:29])([CH3:28])[CH3:27].C([Si](C)(C)OC1C=C2C(=CC=1)N(C(OC(C)(C)C)=O)C(B(O)O)=C2)(C)(C)C. (3) Given the product [CH:1]1([CH2:7][O:8][C:29]([C:23]2[C:24](=[O:28])[NH:25][C:26](=[O:27])[N:21]([C:17]3[CH:18]=[C:19]([CH3:20])[C:14]([O:13][C:12]4[CH:33]=[CH:34][C:35]([O:36][CH3:37])=[C:10]([Br:9])[CH:11]=4)=[C:15]([CH3:32])[CH:16]=3)[N:22]=2)=[O:30])[CH2:6][CH2:5][CH2:4][CH2:3][CH2:2]1, predict the reactants needed to synthesize it. The reactants are: [CH:1]1([CH2:7][OH:8])[CH2:6][CH2:5][CH2:4][CH2:3][CH2:2]1.[Br:9][C:10]1[CH:11]=[C:12]([CH:33]=[CH:34][C:35]=1[O:36][CH3:37])[O:13][C:14]1[C:19]([CH3:20])=[CH:18][C:17]([N:21]2[C:26](=[O:27])[NH:25][C:24](=[O:28])[C:23]([C:29](O)=[O:30])=[N:22]2)=[CH:16][C:15]=1[CH3:32].C(N=C=NC(C)C)(C)C.